The task is: Predict the reactants needed to synthesize the given product.. This data is from Full USPTO retrosynthesis dataset with 1.9M reactions from patents (1976-2016). (1) Given the product [ClH:20].[Cl:20][C:16]1[C:15]([Cl:21])=[C:14]([N:11]2[CH2:12][CH2:13][NH:8][CH2:9][CH2:10]2)[CH:19]=[CH:18][N:17]=1, predict the reactants needed to synthesize it. The reactants are: C(OC([N:8]1[CH2:13][CH2:12][N:11]([C:14]2[CH:19]=[CH:18][N:17]=[C:16]([Cl:20])[C:15]=2[Cl:21])[CH2:10][CH2:9]1)=O)(C)(C)C.Cl.O1CCOCC1.O(C(C)C)C(C)C. (2) Given the product [CH3:33][N:19]1[C:18]([CH2:17][CH2:16][O:15][C:12]2[CH:13]=[C:14]3[C:9]([CH:8]=[CH:7][N:6]3[CH2:5][C:4]([OH:34])=[O:3])=[CH:10][CH:11]=2)=[CH:22][C:21]([C:23]2[CH:28]=[CH:27][C:26]([C:29]([F:30])([F:32])[F:31])=[CH:25][CH:24]=2)=[N:20]1, predict the reactants needed to synthesize it. The reactants are: C([O:3][C:4](=[O:34])[CH2:5][N:6]1[C:14]2[C:9](=[CH:10][CH:11]=[C:12]([O:15][CH2:16][CH2:17][C:18]3[N:19]([CH3:33])[N:20]=[C:21]([C:23]4[CH:28]=[CH:27][C:26]([C:29]([F:32])([F:31])[F:30])=[CH:25][CH:24]=4)[CH:22]=3)[CH:13]=2)[CH:8]=[CH:7]1)C.[Li+].[OH-]. (3) Given the product [N+:1]([CH2:4][CH:5]([C:7]1[CH:12]=[CH:11][CH:10]=[CH:9][CH:8]=1)[CH3:6])([O-:3])=[O:2], predict the reactants needed to synthesize it. The reactants are: [N+:1](/[CH:4]=[C:5](/[C:7]1[CH:12]=[CH:11][CH:10]=[CH:9][CH:8]=1)\[CH3:6])([O-:3])=[O:2].O1CCCC1.[F-].C([N+](CCCC)(CCCC)CCCC)CCC. (4) Given the product [F:12][C:9]1[CH:10]=[CH:11][C:6]([CH:2]([NH:17][C:16]2[CH:18]=[CH:19][CH:20]=[C:14]([F:13])[CH:15]=2)[C:3]([OH:5])=[O:4])=[CH:7][CH:8]=1, predict the reactants needed to synthesize it. The reactants are: Br[CH:2]([C:6]1[CH:11]=[CH:10][C:9]([F:12])=[CH:8][CH:7]=1)[C:3]([OH:5])=[O:4].[F:13][C:14]1[CH:15]=[C:16]([CH:18]=[CH:19][CH:20]=1)[NH2:17]. (5) Given the product [CH2:17]([O:15][C:12]1[CH:11]=[CH:10][C:9]([C:8]([O:7][C:1]2[CH:2]=[CH:3][CH:4]=[CH:5][CH:6]=2)=[O:16])=[CH:14][CH:13]=1)[C:18]1[CH:23]=[CH:22][CH:21]=[CH:20][CH:19]=1, predict the reactants needed to synthesize it. The reactants are: [C:1]1([O:7][C:8](=[O:16])[C:9]2[CH:14]=[CH:13][C:12]([OH:15])=[CH:11][CH:10]=2)[CH:6]=[CH:5][CH:4]=[CH:3][CH:2]=1.[CH2:17](Br)[C:18]1[CH:23]=[CH:22][CH:21]=[CH:20][CH:19]=1.C([O-])([O-])=O.[K+].[K+]. (6) Given the product [ClH:38].[O:2]1[CH:6]=[CH:5][C:4]([C:7]2[CH:8]=[C:9]([C:27]([F:29])([F:28])[F:30])[C:10]3[N:11]([CH:13]=[C:14]([CH2:16][NH2:17])[N:15]=3)[CH:12]=2)=[CH:3]1, predict the reactants needed to synthesize it. The reactants are: [Cl-].[O:2]1[CH:6]=[CH:5][C:4]([C:7]2[CH:8]=[C:9]([C:27]([F:30])([F:29])[F:28])[C:10]3[N:11]([CH:13]=[C:14]([CH2:16][N+:17]45CN6CN(CN(C6)C4)C5)[N:15]=3)[CH:12]=2)=[CH:3]1.Cl.CCOCC.C(Cl)[Cl:38]. (7) Given the product [O:21]=[C:20]1[C:4]2[C:5]3[C:6](=[C:7]([C:11]4[CH:12]=[CH:13][CH:14]=[CH:15][CH:16]=4)[NH:8][C:9]=3[CH:10]=[C:2]([NH:1][C:31]([C@H:29]3[CH2:30][C@@H:28]3[C:22]3[CH:27]=[CH:26][CH:25]=[CH:24][CH:23]=3)=[O:32])[CH:3]=2)[CH:17]=[N:18][NH:19]1, predict the reactants needed to synthesize it. The reactants are: [NH2:1][C:2]1[CH:3]=[C:4]2[C:20](=[O:21])[NH:19][N:18]=[CH:17][C:6]3=[C:7]([C:11]4[CH:16]=[CH:15][CH:14]=[CH:13][CH:12]=4)[NH:8][C:9]([CH:10]=1)=[C:5]23.[C:22]1([C@H:28]2[CH2:30][C@@H:29]2[C:31](O)=[O:32])[CH:27]=[CH:26][CH:25]=[CH:24][CH:23]=1.C(N(CC)CC)C.F[P-](F)(F)(F)(F)F.N1(OC(N(C)C)=[N+](C)C)C2N=CC=CC=2N=N1.